Dataset: Forward reaction prediction with 1.9M reactions from USPTO patents (1976-2016). Task: Predict the product of the given reaction. (1) Given the reactants [C:1]([C:3]1[CH:7]=[CH:6][N:5]([CH2:8][CH2:9][CH2:10][O:11][C:12]2[CH:46]=[CH:45][C:15]([CH2:16][CH2:17][C:18]3[CH:23]=[CH:22][C:21]([F:24])=[CH:20][C:19]=3[C:25]3[N:30]=[C:29]([N:31]4[C:35]([C:36]([F:39])([F:38])[F:37])=[C:34]([C:40]([O:42]CC)=[O:41])[CH:33]=[N:32]4)[CH:28]=[CH:27][CH:26]=3)=[C:14]([CH3:47])[CH:13]=2)[N:4]=1)#[N:2].[OH-].[Na+], predict the reaction product. The product is: [C:1]([C:3]1[CH:7]=[CH:6][N:5]([CH2:8][CH2:9][CH2:10][O:11][C:12]2[CH:46]=[CH:45][C:15]([CH2:16][CH2:17][C:18]3[CH:23]=[CH:22][C:21]([F:24])=[CH:20][C:19]=3[C:25]3[N:30]=[C:29]([N:31]4[C:35]([C:36]([F:38])([F:39])[F:37])=[C:34]([C:40]([OH:42])=[O:41])[CH:33]=[N:32]4)[CH:28]=[CH:27][CH:26]=3)=[C:14]([CH3:47])[CH:13]=2)[N:4]=1)#[N:2]. (2) Given the reactants [F:1][C:2]1[CH:3]=[C:4]2[C:8](=[CH:9][CH:10]=1)[NH:7][CH:6]=[CH:5]2.C([Mg]Br)C.[CH3:15][C:16]1([CH3:24])[C:18]([CH3:20])([CH3:19])[CH:17]1[C:21](Cl)=[O:22], predict the reaction product. The product is: [F:1][C:2]1[CH:3]=[C:4]2[C:8](=[CH:9][CH:10]=1)[NH:7][CH:6]=[C:5]2[C:21]([CH:17]1[C:18]([CH3:20])([CH3:19])[C:16]1([CH3:24])[CH3:15])=[O:22]. (3) Given the reactants O[C:2]1[C:7]2=[C:8]([C:11]3[CH:16]=[CH:15][CH:14]=[CH:13][CH:12]=3)[CH:9]=[CH:10][N:6]2[N:5]=[C:4]([C:17]2[CH:18]=[C:19]([S:23]([NH2:26])(=[O:25])=[O:24])[CH:20]=[N:21][CH:22]=2)[N:3]=1.CN([P+](O[N:38]1N=[N:45][C:40]2[CH:41]=[CH:42][CH:43]=[CH:44][C:39]1=2)(N(C)C)N(C)C)C.F[P-](F)(F)(F)(F)F.CCN(C(C)C)C(C)C.N1C=CC=CC=1CN, predict the reaction product. The product is: [C:11]1([C:8]2[CH:9]=[CH:10][N:6]3[C:7]=2[C:2]([NH:38][CH2:39][C:44]2[CH:43]=[CH:42][CH:41]=[CH:40][N:45]=2)=[N:3][C:4]([C:17]2[CH:18]=[C:19]([S:23]([NH2:26])(=[O:25])=[O:24])[CH:20]=[N:21][CH:22]=2)=[N:5]3)[CH:16]=[CH:15][CH:14]=[CH:13][CH:12]=1. (4) The product is: [CH3:1][S:2][C:3](=[CH:8][S:26][C:20]1[CH:25]=[CH:24][CH:23]=[CH:22][CH:21]=1)[C:4]([O:6][CH3:7])=[O:5]. Given the reactants [CH3:1][S:2][C:3](=[CH:8]OS(C1C=CC(C)=CC=1)(=O)=O)[C:4]([O:6][CH3:7])=[O:5].[C:20]1([SH:26])[CH:25]=[CH:24][CH:23]=[CH:22][CH:21]=1.C(N(CC)CC)C.COC(C)(C)C, predict the reaction product. (5) Given the reactants [O:1]1[C:5]2[CH:6]=[CH:7][CH:8]=[CH:9][C:4]=2[CH:3]=[CH:2]1.[Li]CCCC.CON(C)[C:18]([C@@H:20]1[CH2:25][CH2:24][CH2:23][N:22]([C:26]([O:28][C:29]([CH3:32])([CH3:31])[CH3:30])=[O:27])[CH2:21]1)=[O:19].C([O-])(O)=O.[Na+], predict the reaction product. The product is: [O:1]1[C:5]2[C:6]([C:18]([C@@H:20]3[CH2:25][CH2:24][CH2:23][N:22]([C:26]([O:28][C:29]([CH3:32])([CH3:31])[CH3:30])=[O:27])[CH2:21]3)=[O:19])=[CH:7][CH:8]=[CH:9][C:4]=2[CH:3]=[CH:2]1. (6) Given the reactants [Li+].[CH3:2]C([N-]C(C)C)C.C(NC(C)C)(C)C.C([Li])CCC.CCCCCC.[F:27][C:28]([F:46])([F:45])[C:29]([C:32]1[CH:41]=[CH:40][C:39]2[CH2:38][C@@H:37]([C:42]([OH:44])=[O:43])[CH2:36][CH2:35][C:34]=2[N:33]=1)([CH3:31])[CH3:30].CI, predict the reaction product. The product is: [CH3:2][C:37]1([C:42]([OH:44])=[O:43])[CH2:36][CH2:35][C:34]2[N:33]=[C:32]([C:29]([CH3:31])([CH3:30])[C:28]([F:27])([F:45])[F:46])[CH:41]=[CH:40][C:39]=2[CH2:38]1. (7) Given the reactants [F:1][C:2]1[CH:7]=[CH:6][C:5]([OH:8])=[CH:4][CH:3]=1.Cl[C:10]1[C:19]2[C:14](=[C:15]([CH3:20])[CH:16]=[CH:17][CH:18]=2)[CH:13]=[C:12]([NH:21][C:22]2[CH:26]=[C:25]([CH3:27])[NH:24][N:23]=2)[N:11]=1, predict the reaction product. The product is: [F:1][C:2]1[CH:7]=[CH:6][C:5]([O:8][C:10]2[C:19]3[C:14](=[C:15]([CH3:20])[CH:16]=[CH:17][CH:18]=3)[CH:13]=[C:12]([NH:21][C:22]3[CH:26]=[C:25]([CH3:27])[NH:24][N:23]=3)[N:11]=2)=[CH:4][CH:3]=1. (8) Given the reactants [OH-:1].[Na+].[OH2:3].Cl[C:5]([CH3:28])([CH3:27])[C:6]([C:8]1[CH:13]=[CH:12][C:11]([O:14][C:15]2[CH:20]=[CH:19][C:18]([C:21](=[O:26])[C:22](Cl)([CH3:24])[CH3:23])=[CH:17][CH:16]=2)=[CH:10][CH:9]=1)=[O:7].Cl, predict the reaction product. The product is: [OH:1][C:5]([CH3:28])([CH3:27])[C:6]([C:8]1[CH:13]=[CH:12][C:11]([O:14][C:15]2[CH:20]=[CH:19][C:18]([C:21](=[O:26])[C:22]([OH:3])([CH3:24])[CH3:23])=[CH:17][CH:16]=2)=[CH:10][CH:9]=1)=[O:7].